Dataset: Forward reaction prediction with 1.9M reactions from USPTO patents (1976-2016). Task: Predict the product of the given reaction. (1) Given the reactants [N:1]([C:10]1[CH:16]=[CH:15][C:13]([NH2:14])=[CH:12][CH:11]=1)=[N:2][C:3]1[CH:9]=[CH:8][C:6]([NH2:7])=[CH:5][CH:4]=1.[C:17](Cl)(=[O:19])[CH3:18].C(OCC)(=O)C, predict the reaction product. The product is: [C:17]([NH:14][C:13]1[CH:15]=[CH:16][C:10]([N:1]=[N:2][C:3]2[CH:4]=[CH:5][C:6]([NH2:7])=[CH:8][CH:9]=2)=[CH:11][CH:12]=1)(=[O:19])[CH3:18]. (2) The product is: [C:1]([O:5][C:6]([N:8]1[CH2:13][CH2:12][N:11]([C:14]2[CH:19]=[C:18]([O:20][S:52]([C:41]([F:40])([F:56])[C:42]([F:50])([F:51])[C:43]([F:48])([F:49])[C:44]([F:47])([F:46])[F:45])(=[O:54])=[O:53])[CH:17]=[CH:16][C:15]=2[CH:21]2[CH2:26][C:25]([CH3:28])([CH3:27])[CH2:24][C:23]([CH3:30])([CH3:29])[CH2:22]2)[CH2:10][CH2:9]1)=[O:7])([CH3:4])([CH3:2])[CH3:3]. Given the reactants [C:1]([O:5][C:6]([N:8]1[CH2:13][CH2:12][N:11]([C:14]2[CH:19]=[C:18]([OH:20])[CH:17]=[CH:16][C:15]=2[CH:21]2[CH2:26][C:25]([CH3:28])([CH3:27])[CH2:24][C:23]([CH3:30])([CH3:29])[CH2:22]2)[CH2:10][CH2:9]1)=[O:7])([CH3:4])([CH3:3])[CH3:2].C(N(C(C)C)CC)(C)C.[F:40][C:41]([F:56])([S:52](F)(=[O:54])=[O:53])[C:42]([F:51])([F:50])[C:43]([F:49])([F:48])[C:44]([F:47])([F:46])[F:45], predict the reaction product. (3) Given the reactants [H-].[Na+].[Br:3][C:4]1[CH:9]=[CH:8][C:7]([N:10]2[C:21]3[C:13](=[C:14]4[N:18]([C:19](=[O:22])[CH:20]=3)[CH2:17][CH2:16][CH2:15]4)[NH:12][C:11]2=[O:23])=[C:6]([F:24])[CH:5]=1.[CH3:25][S:26](Cl)(=[O:28])=[O:27], predict the reaction product. The product is: [Br:3][C:4]1[CH:9]=[CH:8][C:7]([N:10]2[C:21]3[C:13](=[C:14]4[N:18]([C:19](=[O:22])[CH:20]=3)[CH2:17][CH2:16][CH2:15]4)[N:12]([S:26]([CH3:25])(=[O:28])=[O:27])[C:11]2=[O:23])=[C:6]([F:24])[CH:5]=1. (4) The product is: [CH2:1]([O:3][C:4]([C:6]1[N:7]([CH3:16])[C:8]([CH2:14][CH3:15])=[C:9]([C:12]#[N:13])[C:10]=1[I:17])=[O:5])[CH3:2]. Given the reactants [CH2:1]([O:3][C:4]([C:6]1[N:7]([CH3:16])[C:8]([CH2:14][CH3:15])=[C:9]([C:12]#[N:13])[C:10]=1N)=[O:5])[CH3:2].[I:17]CI.C(#N)C.N(OCCC(C)C)=O, predict the reaction product.